This data is from Full USPTO retrosynthesis dataset with 1.9M reactions from patents (1976-2016). The task is: Predict the reactants needed to synthesize the given product. (1) Given the product [CH2:1]([O:3][C:4](=[O:5])[CH2:6][C:7]1[CH:8]=[CH:9][C:10]([O:28][CH3:29])=[C:11]([O:12][C:13]2[CH:21]=[CH:20][C:16]([C:17](=[O:19])[NH:38][CH2:36][CH3:37])=[CH:15][C:14]=2[CH2:22][S:23][CH:24]([CH3:26])[CH3:25])[CH:27]=1)[CH3:2], predict the reactants needed to synthesize it. The reactants are: [CH2:1]([O:3][C:4]([CH2:6][C:7]1[CH:8]=[CH:9][C:10]([O:28][CH3:29])=[C:11]([CH:27]=1)[O:12][C:13]1[CH:21]=[CH:20][C:16]([C:17]([OH:19])=O)=[CH:15][C:14]=1[CH2:22][S:23][CH:24]([CH3:26])[CH3:25])=[O:5])[CH3:2].C(Cl)(=O)C(Cl)=O.[CH2:36]([NH2:38])[CH3:37].C(N(C(C)C)CC)(C)C. (2) Given the product [Cl:1][C:2]1[C:10]([C:11]2([C:14]#[N:15])[CH2:13][CH2:12]2)=[CH:9][CH:8]=[CH:7][C:3]=1[C:4]([NH:21][C:22]1[CH:23]=[C:24]([O:25][C:26]2[N:31]=[C:30]3[S:32][C:33]([NH:35][C:36]([CH:38]4[CH2:40][CH2:39]4)=[O:37])=[N:34][C:29]3=[CH:28][CH:27]=2)[CH:41]=[CH:42][C:43]=1[F:44])=[O:6], predict the reactants needed to synthesize it. The reactants are: [Cl:1][C:2]1[C:10]([C:11]2([C:14]#[N:15])[CH2:13][CH2:12]2)=[CH:9][CH:8]=[CH:7][C:3]=1[C:4]([OH:6])=O.CN(C)C=O.[NH2:21][C:22]1[CH:23]=[C:24]([CH:41]=[CH:42][C:43]=1[F:44])[O:25][C:26]1[N:31]=[C:30]2[S:32][C:33]([NH:35][C:36]([CH:38]3[CH2:40][CH2:39]3)=[O:37])=[N:34][C:29]2=[CH:28][CH:27]=1.O. (3) Given the product [C:1]([C:3]1[CH:26]=[CH:25][C:6]([CH2:7][NH:8][C:9](=[O:24])[CH:10]([C:14]2[C:19]([F:20])=[CH:18][CH:17]=[C:16]([CH2:21][NH:27][C:28]3[CH:33]=[CH:32][CH:31]=[CH:30][CH:29]=3)[C:15]=2[F:23])[O:11][CH2:12][CH3:13])=[CH:5][CH:4]=1)#[N:2], predict the reactants needed to synthesize it. The reactants are: [C:1]([C:3]1[CH:26]=[CH:25][C:6]([CH2:7][NH:8][C:9](=[O:24])[CH:10]([C:14]2[C:19]([F:20])=[CH:18][CH:17]=[C:16]([CH:21]=O)[C:15]=2[F:23])[O:11][CH2:12][CH3:13])=[CH:5][CH:4]=1)#[N:2].[NH2:27][C:28]1[CH:33]=[CH:32][CH:31]=[CH:30][CH:29]=1.[BH4-].[Na+]. (4) Given the product [Cl:1][C:2]1[N:3]=[C:4]([CH2:10][CH2:11][CH3:12])[C:5]([CH2:8][N:13]2[CH:17]=[CH:16][N:15]=[C:14]2[C:18]2[CH:23]=[CH:22][CH:21]=[CH:20][N:19]=2)=[N:6][CH:7]=1, predict the reactants needed to synthesize it. The reactants are: [Cl:1][C:2]1[N:3]=[C:4]([CH2:10][CH2:11][CH3:12])[C:5]([CH2:8]Cl)=[N:6][CH:7]=1.[NH:13]1[CH:17]=[CH:16][N:15]=[C:14]1[C:18]1[CH:23]=[CH:22][CH:21]=[CH:20][N:19]=1.C([O-])([O-])=O.[K+].[K+].O. (5) Given the product [Br:9][C:10]1[S:11][C:12]([C:23]([O:25][CH3:26])=[O:24])=[CH:13][C:14]=1[CH2:15][CH:16]1[CH2:17][CH2:18][CH2:19][CH2:20][CH2:21]1, predict the reactants needed to synthesize it. The reactants are: [Li+].CC([N-]C(C)C)C.[Br:9][C:10]1[S:11][CH:12]=[CH:13][C:14]=1[CH2:15][CH:16]1[CH2:21][CH2:20][CH2:19][CH2:18][CH2:17]1.Cl[C:23]([O:25][CH2:26]C)=[O:24]. (6) Given the product [F:2][CH2:3][CH2:4][CH2:5][O:6][C:7]1[CH:8]=[C:9]2[C:13]([CH2:12][C:11]3([CH2:16][CH2:17][CH:18]([O:21][CH3:22])[CH2:19][CH2:20]3)[C:10]2=[NH:23])=[CH:14][CH:15]=1, predict the reactants needed to synthesize it. The reactants are: Cl.[F:2][CH2:3][CH2:4][CH2:5][O:6][C:7]1[CH:8]=[C:9]2[C:13](=[CH:14][CH:15]=1)[CH2:12][C:11]1([CH2:20][CH2:19][CH:18]([O:21][CH3:22])[CH2:17][CH2:16]1)[C:10]2=[N:23]S(C(C)(C)C)=O. (7) Given the product [C:11]([C:2]1[CH:3]=[CH:4][C:5]([F:10])=[C:6]([CH:9]=1)[CH:7]=[O:8])#[N:12], predict the reactants needed to synthesize it. The reactants are: Br[C:2]1[CH:3]=[CH:4][C:5]([F:10])=[C:6]([CH:9]=1)[CH:7]=[O:8].[CH3:11][N:12](C)C=O.